From a dataset of Full USPTO retrosynthesis dataset with 1.9M reactions from patents (1976-2016). Predict the reactants needed to synthesize the given product. (1) Given the product [CH3:1][N:2]([C:3]1[CH:4]=[CH:5][C:6]([N+:9]([O-:11])=[O:10])=[CH:7][CH:8]=1)[C:17]([NH2:18])=[O:16], predict the reactants needed to synthesize it. The reactants are: [CH3:1][NH:2][C:3]1[CH:8]=[CH:7][C:6]([N+:9]([O-:11])=[O:10])=[CH:5][CH:4]=1.C(O)(=O)C.[O-:16][C:17]#[N:18].[Na+]. (2) Given the product [C:20]([OH:33])(=[O:32])/[CH:21]=[CH:22]/[C:23]1[CH:31]=[CH:30][C:28]([OH:29])=[C:25]([O:26][CH3:27])[CH:24]=1, predict the reactants needed to synthesize it. The reactants are: C1N(CCCS(O)(=O)=O)CCOC1.[OH-].[Na+].C([O-])(=O)C.[C:20]([O:33]CC)(=[O:32])/[CH:21]=[CH:22]/[C:23]1[CH:31]=[CH:30][C:28]([OH:29])=[C:25]([O:26][CH3:27])[CH:24]=1.[N+](C1C=CC(O)=CC=1)([O-])=O.CC1C(Br)=C(O)C(Br)=CC=1C1(C2C=C(Br)C(O)=C(Br)C=2C)OS(=O)(=O)C2C=CC=CC1=2. (3) The reactants are: [Zn](CC)[CH2:2]C.FC(F)(F)C(O)=O.N#N.C(I)I.[CH3:18][C:19]1([CH3:34])[C:23]([CH3:25])([CH3:24])[O:22][B:21]([C:26]2[CH:31]=[CH:30][CH:29]=[C:28]([CH:32]=[CH2:33])[CH:27]=2)[O:20]1. Given the product [CH:32]1([C:28]2[CH:27]=[C:26]([B:21]3[O:20][C:19]([CH3:34])([CH3:18])[C:23]([CH3:24])([CH3:25])[O:22]3)[CH:31]=[CH:30][CH:29]=2)[CH2:2][CH2:33]1, predict the reactants needed to synthesize it. (4) Given the product [OH:8][C:6]1[CH:5]=[CH:4][N:3]=[C:2]([NH:1][C:19]([CH:16]2[CH2:18][CH2:17]2)=[O:20])[CH:7]=1, predict the reactants needed to synthesize it. The reactants are: [NH2:1][C:2]1[CH:7]=[C:6]([OH:8])[CH:5]=[CH:4][N:3]=1.CCN(CC)CC.[CH:16]1([C:19](Cl)=[O:20])[CH2:18][CH2:17]1. (5) Given the product [CH3:1][C:2]([CH3:19])([CH3:18])[CH2:3][CH2:4][C:5]1([C:10]2[CH:11]=[CH:12][C:13]([CH2:14][NH2:15])=[CH:16][CH:17]=2)[O:9][CH2:8][CH2:7][O:6]1, predict the reactants needed to synthesize it. The reactants are: [CH3:1][C:2]([CH3:19])([CH3:18])[CH2:3][CH2:4][C:5]1([C:10]2[CH:17]=[CH:16][C:13]([C:14]#[N:15])=[CH:12][CH:11]=2)[O:9][CH2:8][CH2:7][O:6]1.O.